From a dataset of Reaction yield outcomes from USPTO patents with 853,638 reactions. Predict the reaction yield, written as a fraction of the theoretical maximum amount of product (1.0 means a 100% yield; for example, 0.34 means a 34% yield). (1) The reactants are [N:1]([CH:4]([C:6]1[N:7]=[C:8]2[S:23][CH:22]=[CH:21][N:9]2[C:10](=[O:20])[C:11]=1[C:12]1[CH:17]=[C:16]([F:18])[CH:15]=[C:14]([F:19])[CH:13]=1)[CH3:5])=[N+]=[N-].CP(C)C.C(OCC)(=O)C. The catalyst is O1CCCC1.O. The product is [NH2:1][CH:4]([C:6]1[N:7]=[C:8]2[S:23][CH:22]=[CH:21][N:9]2[C:10](=[O:20])[C:11]=1[C:12]1[CH:17]=[C:16]([F:18])[CH:15]=[C:14]([F:19])[CH:13]=1)[CH3:5]. The yield is 0.886. (2) The reactants are [Br:1][C:2]1[CH:3]=[CH:4][C:5]2[O:14][CH2:13][CH2:12][N:11]3[C:7](=[N:8][C:9](I)=[CH:10]3)[C:6]=2[CH:16]=1.CC[Mg+].[Br-].[C:21](=[O:23])=[O:22].Cl. The catalyst is O1CCCC1. The product is [Br:1][C:2]1[CH:3]=[CH:4][C:5]2[O:14][CH2:13][CH2:12][N:11]3[C:7](=[N:8][C:9]([C:21]([OH:23])=[O:22])=[CH:10]3)[C:6]=2[CH:16]=1. The yield is 0.740. (3) The reactants are [N:1]1([CH2:10][C:11]2[CH:20]=[CH:19][C:14]([C:15]([O:17]C)=[O:16])=[CH:13][CH:12]=2)[C:9]2[C:4](=[CH:5][CH:6]=[CH:7][CH:8]=2)[CH:3]=[CH:2]1.[OH-].[Na+]. The catalyst is CO.C1COCC1. The product is [N:1]1([CH2:10][C:11]2[CH:20]=[CH:19][C:14]([C:15]([OH:17])=[O:16])=[CH:13][CH:12]=2)[C:9]2[C:4](=[CH:5][CH:6]=[CH:7][CH:8]=2)[CH:3]=[CH:2]1. The yield is 0.770.